From a dataset of Catalyst prediction with 721,799 reactions and 888 catalyst types from USPTO. Predict which catalyst facilitates the given reaction. (1) Reactant: [NH2:1][C@@H:2]1[C:11]2[C:6](=[CH:7][CH:8]=[CH:9][CH:10]=2)[C@H:5]([OH:12])[CH2:4][CH2:3]1.[H-].[Na+].F[C:16]1[CH:17]=[CH:18][C:19]2[N:20]([C:22]([N:25]3[CH2:29][CH2:28][CH2:27][C@@H:26]3[CH3:30])=[N:23][N:24]=2)[CH:21]=1. Product: [CH3:30][C@H:26]1[CH2:27][CH2:28][CH2:29][N:25]1[C:22]1[N:20]2[CH:21]=[C:16]([O:12][C@H:5]3[C:6]4[C:11](=[CH:10][CH:9]=[CH:8][CH:7]=4)[C@@H:2]([NH2:1])[CH2:3][CH2:4]3)[CH:17]=[CH:18][C:19]2=[N:24][N:23]=1. The catalyst class is: 3. (2) Reactant: [CH3:1][C:2]1[CH:7]=[CH:6][C:5]([OH:8])=[C:4]([N+:9]([O-:11])=[O:10])[CH:3]=1.[H-].[Na+].I[CH2:15][CH3:16]. Product: [CH2:15]([O:8][C:5]1[CH:6]=[CH:7][C:2]([CH3:1])=[CH:3][C:4]=1[N+:9]([O-:11])=[O:10])[CH3:16]. The catalyst class is: 566. (3) Reactant: [CH3:1][C:2]1([CH3:10])[CH2:9][C:7](=[O:8])[CH2:6][C:4](=O)[CH2:3]1.[C:11]1([C:17]2[S:21][C:20]([CH:22]=O)=[CH:19][CH:18]=2)[CH:16]=[CH:15][CH:14]=[CH:13][CH:12]=1.[CH2:24]([CH2:27][C:28](=O)[CH2:29][C:30]([O:32][CH2:33][CH3:34])=[O:31])[CH2:25]C.C([O-])(=O)C.[NH4+:40]. Product: [CH3:10][C:2]1([CH3:1])[CH2:3][C:4]2[NH:40][C:28]([CH2:27][CH2:24][CH3:25])=[C:29]([C:30]([O:32][CH2:33][CH3:34])=[O:31])[CH:22]([C:20]3[S:21][C:17]([C:11]4[CH:12]=[CH:13][CH:14]=[CH:15][CH:16]=4)=[CH:18][CH:19]=3)[C:6]=2[C:7](=[O:8])[CH2:9]1. The catalyst class is: 162. (4) Reactant: Cl.Cl.[NH2:3][CH2:4][C@@:5]1([OH:13])[CH:10]2[CH2:11][CH2:12][N:7]([CH2:8][CH2:9]2)[CH2:6]1.C([O-])([O-])=O.[Cs+].[Cs+].ClC1[CH:26]=[CH:25][C:24]([C:27]2[CH:32]=[C:31]([N:33]=[C:34]=S)[N:30]=[CH:29][N:28]=2)=[CH:23][CH:22]=1.C([N:39]=C=NC(C)C)(C)C. Product: [N:39]1[CH:26]=[CH:25][C:24]([C:27]2[N:28]=[CH:29][N:30]=[C:31]([NH:33][C:34]3[O:13][C@:5]4([CH2:4][N:3]=3)[CH:10]3[CH2:9][CH2:8][N:7]([CH2:12][CH2:11]3)[CH2:6]4)[CH:32]=2)=[CH:23][CH:22]=1. The catalyst class is: 9. (5) Reactant: CCCCCC.C([Li])CCC.[CH3:12][O:13][C:14]1[C:19]2[CH:20]=[CH:21][S:22][C:18]=2[CH:17]=[CH:16][CH:15]=1.C([O:26][B:27](OC(C)C)[O:28]C(C)C)(C)C. Product: [CH3:12][O:13][C:14]1[C:19]2[CH:20]=[C:21]([B:27]([OH:28])[OH:26])[S:22][C:18]=2[CH:17]=[CH:16][CH:15]=1. The catalyst class is: 7. (6) Reactant: [Cl:1][C:2]1[CH:7]=[CH:6][C:5]([C:8]2[N:12]=[C:11]([NH2:13])[NH:10][N:9]=2)=[CH:4][CH:3]=1.CC1C=CC(S(O)(=O)=O)=CC=1.[O:25]1[C:29]2[CH:30]=[CH:31][C:32]([C:34](=O)[CH2:35][C:36](OCC)=[O:37])=[CH:33][C:28]=2[O:27][CH2:26]1. Product: [O:25]1[C:29]2[CH:30]=[CH:31][C:32]([C:34]3[NH:13][C:11]4[N:10]([N:9]=[C:8]([C:5]5[CH:4]=[CH:3][C:2]([Cl:1])=[CH:7][CH:6]=5)[N:12]=4)[C:36](=[O:37])[CH:35]=3)=[CH:33][C:28]=2[O:27][CH2:26]1. The catalyst class is: 400. (7) Reactant: [CH3:1][C:2]1[C:7](=[O:8])[N:6]([C:9]2[CH:14]=[CH:13][CH:12]=[C:11]([NH2:15])[CH:10]=2)[C:5]2[N:16]=[CH:17][CH:18]=[CH:19][C:4]=2[N:3]=1.C(N(CC)CC)C.[Cl:27][C:28]1[CH:29]=[C:30]([CH:34]=[C:35]([Cl:37])[CH:36]=1)[C:31](Cl)=[O:32]. Product: [CH3:1][C:2]1[C:7](=[O:8])[N:6]([C:9]2[CH:14]=[CH:13][CH:12]=[C:11]([NH:15][C:31](=[O:32])[C:30]3[CH:29]=[C:28]([Cl:27])[CH:36]=[C:35]([Cl:37])[CH:34]=3)[CH:10]=2)[C:5]2[N:16]=[CH:17][CH:18]=[CH:19][C:4]=2[N:3]=1. The catalyst class is: 12.